This data is from Forward reaction prediction with 1.9M reactions from USPTO patents (1976-2016). The task is: Predict the product of the given reaction. Given the reactants [C:1]([C:3]1[CH:8]=[CH:7][C:6]([C:9]2[S:10][C:11]([C:18]([C:20]3[O:21][CH:22]=[CH:23][CH:24]=3)=[O:19])=[CH:12][C:13]=2[CH2:14][C:15](O)=[O:16])=[CH:5][CH:4]=1)#[N:2].[CH3:25][N:26]([CH3:30])[CH2:27][CH2:28][NH2:29].CCN=C=NCCCN(C)C.Cl.C1C=CC2N(O)N=NC=2C=1, predict the reaction product. The product is: [C:1]([C:3]1[CH:8]=[CH:7][C:6]([C:9]2[S:10][C:11]([C:18]([C:20]3[O:21][CH:22]=[CH:23][CH:24]=3)=[O:19])=[CH:12][C:13]=2[CH2:14][C:15]([NH:29][CH2:28][CH2:27][N:26]([CH3:30])[CH3:25])=[O:16])=[CH:5][CH:4]=1)#[N:2].